From a dataset of Cav3 T-type calcium channel HTS with 100,875 compounds. Binary Classification. Given a drug SMILES string, predict its activity (active/inactive) in a high-throughput screening assay against a specified biological target. (1) The compound is Clc1ccc(c2n3nc(sc3nn2)CN2C(=O)c3c(C2=O)cccc3)cc1. The result is 0 (inactive). (2) The drug is O1C(CCC1)C(=O)N(Cc1cc2c([nH]c1=O)c(cc(c2)C)C)Cc1occc1. The result is 0 (inactive). (3) The molecule is S(=O)(=O)(Cc1oc(C(=O)NCCCN2CCC(CC2)C)cc1)Cc1c(F)cccc1. The result is 0 (inactive). (4) The drug is O(c1c(ccc(c1)C)C)Cc1onc(n1)c1cccnc1. The result is 0 (inactive). (5) The molecule is s1c2c([nH]c(=O)n(NC(=O)c3ccccc3)c2=O)cc1. The result is 0 (inactive). (6) The drug is s1c(NC(=O)CN2CCOCC2)nc2c1cc(cc2)C. The result is 0 (inactive). (7) The drug is O=C1N(CC(C1)C(=O)NCCCN1CCCCCC1)Cc1ccc(OC)cc1. The result is 0 (inactive). (8) The molecule is S(=O)(=O)(N(Cc1c2n(nnn2)c2c(c1)cc(cc2)C)Cc1cc2OCOc2cc1)c1ccccc1. The result is 0 (inactive). (9) The molecule is S(c1oc(nn1)C(NC(OC(C)(C)C)=O)C(CC)C)Cc1c([nH]c(=O)[nH]c1=O)C. The result is 0 (inactive).